Dataset: Cav3 T-type calcium channel HTS with 100,875 compounds. Task: Binary Classification. Given a drug SMILES string, predict its activity (active/inactive) in a high-throughput screening assay against a specified biological target. (1) The molecule is S(c1n(CCNC(=O)C)c(=O)c2c(n1)cccc2)CC#N. The result is 0 (inactive). (2) The drug is Fc1cc2ncn(C3CCN(CC3)C(=O)c3cc(OC)c(OC)c(OC)c3)c2cc1. The result is 0 (inactive). (3) The compound is O=c1n([nH]c(=O)c2c1cccc2)c1ncnc2n(ncc12)c1ccccc1. The result is 0 (inactive).